Dataset: Retrosynthesis with 50K atom-mapped reactions and 10 reaction types from USPTO. Task: Predict the reactants needed to synthesize the given product. Given the product Nc1ccc(OCCN2CCc3ccccc3C2)cc1N, predict the reactants needed to synthesize it. The reactants are: Nc1ccc(OCCN2CCc3ccccc3C2)cc1[N+](=O)[O-].